From a dataset of CYP1A2 inhibition data for predicting drug metabolism from PubChem BioAssay. Regression/Classification. Given a drug SMILES string, predict its absorption, distribution, metabolism, or excretion properties. Task type varies by dataset: regression for continuous measurements (e.g., permeability, clearance, half-life) or binary classification for categorical outcomes (e.g., BBB penetration, CYP inhibition). Dataset: cyp1a2_veith. (1) The drug is COc1ccccc1CNc1nc(-c2ccccc2OC)nc2ccccc12. The result is 1 (inhibitor). (2) The molecule is CC[C@H](C)[C@H](N)C1=N[C@H](C(=O)N[C@@H](CC(C)C)C(=O)N[C@@H](CCC(=O)O)C(=O)N[C@@H](C(=O)N[C@H]2CCCCNC(=O)[C@@H](CC(N)=O)NC(=O)[C@@H](CC(=O)O)NC(=O)[C@@H](Cc3cnc[nH]3)NC(=O)[C@@H](Cc3ccccc3)NC(=O)[C@@H]([C@@H](C)CC)NC(=O)[C@@H](CCCN)NC2=O)[C@@H](C)CC)CS1. The result is 0 (non-inhibitor). (3) The compound is COCC(=O)N1CCC[C@@]2(CCN(Cc3ccc(C#N)cc3)C2)C1. The result is 0 (non-inhibitor). (4) The compound is N#CCCn1c(=O)c(-c2ccc(F)cc2)nc2cnc(OCc3ccccc3)nc21. The result is 1 (inhibitor). (5) The molecule is CCNc1ncc2ncc(=O)n(C3CC3)c2n1. The result is 1 (inhibitor). (6) The molecule is CC(C)CN1CC[C@@]2(CCCN(C(=O)c3cccc(F)c3)C2)C1. The result is 0 (non-inhibitor). (7) The molecule is COc1ccccc1CNc1ccnc(-c2c(C)noc2C)n1. The result is 1 (inhibitor). (8) The compound is C=CCSc1nc2c(N)ncnc2n1[C@@H]1O[C@H](CO)[C@@H](O)[C@@H]1O. The result is 0 (non-inhibitor). (9) The compound is Cc1nnc(NC(=O)c2sc3nc(-c4cccs4)cc(C(F)(F)F)c3c2N)s1. The result is 1 (inhibitor). (10) The drug is COCC(=O)N1CCC2(CCCN(c3cccc(-c4ccccc4)c3)C2)CC1. The result is 1 (inhibitor).